This data is from Full USPTO retrosynthesis dataset with 1.9M reactions from patents (1976-2016). The task is: Predict the reactants needed to synthesize the given product. (1) Given the product [CH3:14][O:15][C:16](=[O:25])[CH:17]([NH:18][CH:3]1[CH2:4][CH2:5][C:6]2([CH2:11][CH2:10][CH2:9][CH2:8][CH2:7]2)[CH2:1][CH2:2]1)[CH2:19][C:20]1[N:24]=[CH:23][NH:22][CH:21]=1, predict the reactants needed to synthesize it. The reactants are: [CH2:1]1[C:6]2([CH2:11][CH2:10][CH2:9][CH2:8][CH2:7]2)[CH2:5][CH2:4][C:3](=O)[CH2:2]1.Cl.[CH3:14][O:15][C:16](=[O:25])[C@H:17]([CH2:19][C:20]1[N:24]=[CH:23][NH:22][CH:21]=1)[NH2:18].[BH-](OC(C)=O)(OC(C)=O)OC(C)=O.[Na+].C(O)=O.C([O-])(O)=O.[Na+]. (2) Given the product [NH2:9][C:7]1[CH:6]=[CH:5][C:4]([N:12]2[CH:17]=[CH:16][CH:15]=[C:14]([CH2:18][CH2:19][CH3:20])[C:13]2=[O:21])=[C:3]([O:2][CH3:1])[CH:8]=1, predict the reactants needed to synthesize it. The reactants are: [CH3:1][O:2][C:3]1[CH:8]=[C:7]([N+:9]([O-])=O)[CH:6]=[CH:5][C:4]=1[N:12]1[CH:17]=[CH:16][CH:15]=[C:14]([CH2:18][CH2:19][CH3:20])[C:13]1=[O:21].[H][H]. (3) Given the product [Cl:1][C:2]1[CH:3]=[CH:4][C:5]([OH:11])=[C:6]([CH:10]=1)[C:7]([NH:12][C:13]1[S:14][CH:15]=[C:16]([C:18]2[CH:19]=[C:20]([C:28]([F:29])([F:30])[F:31])[CH:21]=[C:22]([C:24]([F:27])([F:25])[F:26])[CH:23]=2)[N:17]=1)=[O:9], predict the reactants needed to synthesize it. The reactants are: [Cl:1][C:2]1[CH:10]=[C:6]([C:7]([OH:9])=O)[C:5]([OH:11])=[CH:4][CH:3]=1.[NH2:12][C:13]1[S:14][CH:15]=[C:16]([C:18]2[CH:23]=[C:22]([C:24]([F:27])([F:26])[F:25])[CH:21]=[C:20]([C:28]([F:31])([F:30])[F:29])[CH:19]=2)[N:17]=1.P(Cl)(Cl)Cl.ClC1C=CC=CC=1. (4) Given the product [N:8]1[CH:13]=[CH:12][CH:11]=[N:10][C:9]=1[C:14](=[N:7][CH:1]1[CH2:6][CH2:5][CH2:4][CH2:3][CH2:2]1)[CH3:15], predict the reactants needed to synthesize it. The reactants are: [CH:1]1([NH2:7])[CH2:6][CH2:5][CH2:4][CH2:3][CH2:2]1.[N:8]1[CH:13]=[CH:12][CH:11]=[N:10][C:9]=1[C:14](=O)[CH3:15]. (5) Given the product [Cl:18][C:19]1[CH:26]=[C:25]([Cl:27])[CH:24]=[CH:23][C:20]=1[CH2:21][N:12]1[C:13]([CH3:17])([CH3:16])[C:14](=[O:15])[N:11]1[CH:2]1[CH:3]2[CH2:4][CH:5]3[CH2:6][CH:7]([CH2:8][CH:1]1[CH2:10]3)[CH2:9]2, predict the reactants needed to synthesize it. The reactants are: [CH:1]12[CH2:10][CH:5]3[CH2:6][CH:7]([CH2:9][CH:3]([CH2:4]3)[CH:2]1[N:11]1[C:14](=[O:15])[C:13]([CH3:17])([CH3:16])[NH:12]1)[CH2:8]2.[Cl:18][C:19]1[CH:26]=[C:25]([Cl:27])[CH:24]=[CH:23][C:20]=1[CH2:21]Br. (6) The reactants are: [CH2:1]([O:3][C:4](=[O:23])[CH2:5][CH2:6][C:7]1[CH:12]=[CH:11][C:10]([O:13][C:14]2[CH:19]=[C:18]([OH:20])[CH:17]=[C:16]([F:21])[CH:15]=2)=[CH:9][C:8]=1[CH3:22])[CH3:2].[Br:24][C:25]1[CH:26]=[C:27]([C:32]([F:35])([F:34])[F:33])[CH:28]=[CH:29][C:30]=1F.C(=O)([O-])[O-].[K+].[K+].Cl. Given the product [CH2:1]([O:3][C:4](=[O:23])[CH2:5][CH2:6][C:7]1[CH:12]=[CH:11][C:10]([O:13][C:14]2[CH:15]=[C:16]([F:21])[CH:17]=[C:18]([O:20][C:30]3[CH:29]=[CH:28][C:27]([C:32]([F:35])([F:34])[F:33])=[CH:26][C:25]=3[Br:24])[CH:19]=2)=[CH:9][C:8]=1[CH3:22])[CH3:2], predict the reactants needed to synthesize it. (7) Given the product [CH3:51][S:52]([O:1][CH2:2][C@H:3]([N:25]1[C:33]([C:34]2[CH:39]=[CH:38][CH:37]=[CH:36][CH:35]=2)=[C:32]2[C:27]([N:28]([CH3:43])[C:29](=[O:42])[N:30]([CH3:41])[C:31]2=[O:40])=[CH:26]1)[CH2:4][S:5][C:6]([C:19]1[CH:24]=[CH:23][CH:22]=[CH:21][CH:20]=1)([C:13]1[CH:14]=[CH:15][CH:16]=[CH:17][CH:18]=1)[C:7]1[CH:12]=[CH:11][CH:10]=[CH:9][CH:8]=1)(=[O:54])=[O:53], predict the reactants needed to synthesize it. The reactants are: [OH:1][CH2:2][C@H:3]([N:25]1[C:33]([C:34]2[CH:39]=[CH:38][CH:37]=[CH:36][CH:35]=2)=[C:32]2[C:27]([N:28]([CH3:43])[C:29](=[O:42])[N:30]([CH3:41])[C:31]2=[O:40])=[CH:26]1)[CH2:4][S:5][C:6]([C:19]1[CH:24]=[CH:23][CH:22]=[CH:21][CH:20]=1)([C:13]1[CH:18]=[CH:17][CH:16]=[CH:15][CH:14]=1)[C:7]1[CH:12]=[CH:11][CH:10]=[CH:9][CH:8]=1.C(N(CC)CC)C.[CH3:51][S:52](Cl)(=[O:54])=[O:53].